From a dataset of Full USPTO retrosynthesis dataset with 1.9M reactions from patents (1976-2016). Predict the reactants needed to synthesize the given product. (1) Given the product [F:1][C:2]1[CH:10]=[C:9]([N+:11]([O-:13])=[O:12])[C:8]([O:15][CH3:17])=[CH:7][C:3]=1[C:4]([OH:6])=[O:5], predict the reactants needed to synthesize it. The reactants are: [F:1][C:2]1[CH:10]=[C:9]([N+:11]([O-:13])=[O:12])[C:8](F)=[CH:7][C:3]=1[C:4]([OH:6])=[O:5].[OH-:15].[K+].[CH3:17]O. (2) The reactants are: [CH3:1][O:2][C:3]1[CH:4]=[C:5]2[C:10](=[CH:11][C:12]=1[O:13][CH3:14])[N:9]=[CH:8][CH:7]=[C:6]2[O:15][C:16]1[CH:22]=[CH:21][C:19]([NH2:20])=[CH:18][CH:17]=1.C1(C)C=CC=CC=1.C(N(CC)CC)C.ClC(Cl)(O[C:41](=[O:47])[O:42][C:43](Cl)(Cl)Cl)Cl.[Cl:49][C:50]1[CH:55]=[CH:54][C:53]([S:56][CH2:57][CH2:58]CO)=[C:52]([CH3:61])[CH:51]=1. Given the product [CH3:1][O:2][C:3]1[CH:4]=[C:5]2[C:10](=[CH:11][C:12]=1[O:13][CH3:14])[N:9]=[CH:8][CH:7]=[C:6]2[O:15][C:16]1[CH:22]=[CH:21][C:19]([NH:20][C:41](=[O:47])[O:42][CH2:43][CH2:58][CH2:57][S:56][C:53]2[CH:54]=[CH:55][C:50]([Cl:49])=[CH:51][C:52]=2[CH3:61])=[CH:18][CH:17]=1, predict the reactants needed to synthesize it. (3) Given the product [Br-:20].[CH2:13]([N:4]1[C:5]([C:7]2[CH:8]=[CH:9][CH:10]=[CH:11][CH:12]=2)=[CH:6][N+:2]([CH3:1])=[CH:3]1)[C:14]1[CH:19]=[CH:18][CH:17]=[CH:16][CH:15]=1, predict the reactants needed to synthesize it. The reactants are: [CH3:1][N:2]1[CH:6]=[C:5]([C:7]2[CH:12]=[CH:11][CH:10]=[CH:9][CH:8]=2)[N:4]=[CH:3]1.[CH2:13]([Br:20])[C:14]1[CH:19]=[CH:18][CH:17]=[CH:16][CH:15]=1. (4) Given the product [C:1]([O:5][C:6]([N:8]([CH2:26][C:27]([O:29][C:30]([CH3:33])([CH3:32])[CH3:31])=[O:28])[C:9]1[CH:14]=[CH:13][CH:12]=[C:11]([CH:15]([CH2:46][C:45]2[CH:48]=[CH:49][C:42]([C:39]3([CH2:38][O:37][CH2:34][CH2:35][CH3:36])[CH2:41][CH2:40]3)=[CH:43][CH:44]=2)[NH:16][S:17]([C:20]2[CH:25]=[CH:24][CH:23]=[CH:22][N:21]=2)(=[O:19])=[O:18])[N:10]=1)=[O:7])([CH3:4])([CH3:3])[CH3:2], predict the reactants needed to synthesize it. The reactants are: [C:1]([O:5][C:6]([N:8]([CH2:26][C:27]([O:29][C:30]([CH3:33])([CH3:32])[CH3:31])=[O:28])[C:9]1[CH:14]=[CH:13][CH:12]=[C:11]([CH2:15][NH:16][S:17]([C:20]2[CH:25]=[CH:24][CH:23]=[CH:22][N:21]=2)(=[O:19])=[O:18])[N:10]=1)=[O:7])([CH3:4])([CH3:3])[CH3:2].[CH2:34]([O:37][CH2:38][C:39]1([C:42]2[CH:49]=[CH:48][C:45]([CH2:46]O)=[CH:44][CH:43]=2)[CH2:41][CH2:40]1)[CH2:35][CH3:36].C(P(CCCC)CCCC)CCC.CN(C)C(N=NC(N(C)C)=O)=O. (5) The reactants are: [CH3:1][C@H:2]1[CH2:11][C@@H:10]([NH:12][C:13]2[CH:18]=[CH:17][CH:16]=[CH:15][CH:14]=2)[C:9]2[C:4](=[CH:5][CH:6]=[CH:7][CH:8]=2)[NH:3]1.Cl.[N:20]1[CH:25]=[CH:24][CH:23]=[CH:22][C:21]=1[C:26](Cl)=[O:27]. Given the product [CH3:1][C@H:2]1[CH2:11][C@@H:10]([NH:12][C:13]2[CH:18]=[CH:17][CH:16]=[CH:15][CH:14]=2)[C:9]2[C:4](=[CH:5][CH:6]=[CH:7][CH:8]=2)[N:3]1[C:26]([C:21]1[CH:22]=[CH:23][CH:24]=[CH:25][N:20]=1)=[O:27], predict the reactants needed to synthesize it. (6) Given the product [CH2:1]([N:4]([C:6]([CH3:12])([CH3:13])[C:7]([O:9][CH2:10][CH3:11])=[O:8])[NH:5][C:22](=[O:23])[NH:21][CH2:14][C:15]1[CH:20]=[CH:19][CH:18]=[CH:17][CH:16]=1)[CH:2]=[CH2:3], predict the reactants needed to synthesize it. The reactants are: [CH2:1]([N:4]([C:6]([CH3:13])([CH3:12])[C:7]([O:9][CH2:10][CH3:11])=[O:8])[NH2:5])[CH:2]=[CH2:3].[CH2:14]([N:21]=[C:22]=[O:23])[C:15]1[CH:20]=[CH:19][CH:18]=[CH:17][CH:16]=1. (7) Given the product [CH2:1]([O:3][C:4]12[CH2:8][C:6]([NH2:9])([CH2:7]1)[CH2:5]2)[CH3:2], predict the reactants needed to synthesize it. The reactants are: [CH2:1]([O:3][C:4]12[CH2:8][C:6]([NH:9]C(=O)C)([CH2:7]1)[CH2:5]2)[CH3:2].[OH-].[Na+]. (8) Given the product [NH2:5][CH2:6][CH2:7][CH2:8][C:9]1[CH:10]=[C:11]([CH:12]=[CH:13][CH:14]=1)/[CH:15]=[CH:16]/[C:17]([OH:24])([CH2:18][CH2:19][CH3:20])[CH2:21][CH2:22][CH3:23], predict the reactants needed to synthesize it. The reactants are: FC(F)(F)C([NH:5][CH2:6][CH2:7][CH2:8][C:9]1[CH:14]=[CH:13][CH:12]=[C:11](/[CH:15]=[CH:16]/[C:17]([OH:24])([CH2:21][CH2:22][CH3:23])[CH2:18][CH2:19][CH3:20])[CH:10]=1)=O.C([O-])([O-])=O.[K+].[K+].